Dataset: CYP3A4 substrate classification data from Carbon-Mangels et al.. Task: Regression/Classification. Given a drug SMILES string, predict its absorption, distribution, metabolism, or excretion properties. Task type varies by dataset: regression for continuous measurements (e.g., permeability, clearance, half-life) or binary classification for categorical outcomes (e.g., BBB penetration, CYP inhibition). Dataset: cyp3a4_substrate_carbonmangels. (1) The drug is COc1ccc([C@H](CN(C)C)C2(O)CCCCC2)cc1. The result is 1 (substrate). (2) The molecule is NC(N)=Nc1nc(CSCC/N=C/NS(=O)(=O)c2ccc(Br)cc2)cs1. The result is 0 (non-substrate). (3) The molecule is Cc1ccc(-c2cc(C(F)(F)F)nn2-c2ccc(S(N)(=O)=O)cc2)cc1. The result is 1 (substrate). (4) The compound is CC(=O)O[C@H]1C(=O)[C@]2(C)[C@@H](O)C[C@H]3OC[C@@]3(OC(C)=O)[C@H]2[C@H](OC(=O)c2ccccc2)[C@]2(O)C[C@H](OC(=O)[C@H](O)[C@@H](NC(=O)c3ccccc3)c3ccccc3)C(C)=C1C2(C)C. The result is 1 (substrate). (5) The compound is Cc1nnc(NS(=O)(=O)c2ccc(N)cc2)s1. The result is 0 (non-substrate). (6) The compound is CCOc1ccc2ccccc2c1C(=O)N[C@@H]1C(=O)N2[C@@H](C(=O)O)C(C)(C)S[C@H]12. The result is 0 (non-substrate). (7) The molecule is CN(C)CCN(Cc1ccccc1)c1ccccn1. The result is 0 (non-substrate). (8) The compound is Cc1ccc(-c2ncc(Cl)cc2-c2ccc(S(C)(=O)=O)cc2)cn1. The result is 1 (substrate). (9) The result is 1 (substrate). The molecule is CN1[C@H]2CC[C@@H]1CC(OC(=O)c1c[nH]c3ccccc13)C2.